Dataset: Reaction yield outcomes from USPTO patents with 853,638 reactions. Task: Predict the reaction yield, written as a fraction of the theoretical maximum amount of product (1.0 means a 100% yield; for example, 0.34 means a 34% yield). (1) The reactants are [C:1]([C:4]1[CH:13]=[N:12][C:11]2[N:10]([CH2:14][C:15]3[CH:20]=[CH:19][C:18]([O:21][CH3:22])=[CH:17][CH:16]=3)[C:9](=[O:23])[N:8]3[N:24]=[CH:25][N:26]=[C:7]3[C:6]=2[CH:5]=1)(=O)[CH3:2].[CH3:27][C@@H:28]1[O:33][C@H:32]([CH3:34])[CH2:31][NH:30][CH2:29]1.C(O)(=O)C.C([BH3-])#N.[Na+]. The catalyst is C(#N)C. The product is [CH3:27][C@H:28]1[CH2:29][N:30]([CH:1]([C:4]2[CH:13]=[N:12][C:11]3[N:10]([CH2:14][C:15]4[CH:16]=[CH:17][C:18]([O:21][CH3:22])=[CH:19][CH:20]=4)[C:9](=[O:23])[N:8]4[N:24]=[CH:25][N:26]=[C:7]4[C:6]=3[CH:5]=2)[CH3:2])[CH2:31][C@@H:32]([CH3:34])[O:33]1. The yield is 0.230. (2) The reactants are C(OC(=O)NCCC[NH:11][CH:12]([C:15]1[N:20]([CH2:21][C:22]2[CH:27]=[CH:26][CH:25]=[CH:24][CH:23]=2)[C:19](=[O:28])[C:18]2=[CH:29][CH:30]=[CH:31][N:17]2[N:16]=1)[CH2:13][CH3:14])(C)(C)C.C([N:35]([CH2:38][CH3:39])CC)C.[Cl:40][C:41]1[CH:49]=[CH:48][C:44]([C:45](Cl)=[O:46])=[CH:43][CH:42]=1.[CH2:50](Cl)Cl. No catalyst specified. The product is [ClH:40].[NH2:35][CH2:38][CH2:39][CH2:50][C:48]1[CH:49]=[C:41]([Cl:40])[CH:42]=[CH:43][C:44]=1[C:45]([NH:11][CH:12]([C:15]1[N:20]([CH2:21][C:22]2[CH:27]=[CH:26][CH:25]=[CH:24][CH:23]=2)[C:19](=[O:28])[C:18]2=[CH:29][CH:30]=[CH:31][N:17]2[N:16]=1)[CH2:13][CH3:14])=[O:46]. The yield is 0.940. (3) The reactants are [NH2:1][C:2]1[CH:7]=[CH:6][C:5]([N:8]2[C:12]([CH3:14])([CH3:13])[C:11](=[O:15])[N:10]([C:16]3[CH:23]=[CH:22][C:19]([C:20]#[N:21])=[C:18]([C:24]([F:27])([F:26])[F:25])[CH:17]=3)[C:9]2=[S:28])=[CH:4][CH:3]=1.[CH3:29][S:30](Cl)(=[O:32])=[O:31].N1C=CC=CC=1. The catalyst is ClCCl. The product is [C:20]([C:19]1[CH:22]=[CH:23][C:16]([N:10]2[C:11](=[O:15])[C:12]([CH3:14])([CH3:13])[N:8]([C:5]3[CH:4]=[CH:3][C:2]([NH:1][S:30]([CH3:29])(=[O:32])=[O:31])=[CH:7][CH:6]=3)[C:9]2=[S:28])=[CH:17][C:18]=1[C:24]([F:26])([F:27])[F:25])#[N:21]. The yield is 0.360. (4) The reactants are [CH3:1][O:2][C:3]1[CH:4]=[C:5]2[C:10](=[CH:11][C:12]=1[O:13][CH3:14])[N:9]=[CH:8][CH:7]=[C:6]2[O:15][C:16]1[CH:22]=[CH:21][C:19]([NH2:20])=[C:18]([CH3:23])[CH:17]=1.C(N(CC)CC)C.ClC(Cl)(O[C:35](=[O:41])OC(Cl)(Cl)Cl)Cl.[CH2:43]([N:50]1[CH2:55][CH2:54][CH:53]([NH2:56])[CH2:52][CH2:51]1)[C:44]1[CH:49]=[CH:48][CH:47]=[CH:46][CH:45]=1. The catalyst is C(Cl)(Cl)Cl.O. The product is [CH2:43]([N:50]1[CH2:55][CH2:54][CH:53]([NH:56][C:35]([NH:20][C:19]2[CH:21]=[CH:22][C:16]([O:15][C:6]3[C:5]4[C:10](=[CH:11][C:12]([O:13][CH3:14])=[C:3]([O:2][CH3:1])[CH:4]=4)[N:9]=[CH:8][CH:7]=3)=[CH:17][C:18]=2[CH3:23])=[O:41])[CH2:52][CH2:51]1)[C:44]1[CH:45]=[CH:46][CH:47]=[CH:48][CH:49]=1. The yield is 0.520. (5) The reactants are [OH-].[Na+].[OH:3][C:4]1[C:9]([O:10][CH2:11][CH2:12][O:13][CH2:14][CH2:15][O:16][CH2:17][CH2:18][O:19][CH3:20])=[CH:8][CH:7]=[CH:6][C:5]=1[C:21]1[S:22][CH2:23][C@:24]([CH3:31])([C:26]([O:28]CC)=[O:27])[N:25]=1. The catalyst is CO. The product is [OH:3][C:4]1[C:9]([O:10][CH2:11][CH2:12][O:13][CH2:14][CH2:15][O:16][CH2:17][CH2:18][O:19][CH3:20])=[CH:8][CH:7]=[CH:6][C:5]=1[C:21]1[S:22][CH2:23][C@:24]([CH3:31])([C:26]([OH:28])=[O:27])[N:25]=1. The yield is 0.600. (6) The reactants are [Na].[Br:2][C:3]1[CH:8]=[CH:7][CH:6]=[C:5]([C:9]#[N:10])[C:4]=1[NH:11][CH2:12][C:13]([NH2:15])=[O:14].[NH4+].[Cl-]. The catalyst is CC(O)C. The product is [NH2:10][C:9]1[C:5]2[C:4](=[C:3]([Br:2])[CH:8]=[CH:7][CH:6]=2)[NH:11][C:12]=1[C:13]([NH2:15])=[O:14]. The yield is 0.790. (7) The reactants are Cl.[NH2:2][CH2:3][C:4]1[CH:9]=[C:8]([F:10])[C:7]([NH:11][S:12]([CH3:15])(=[O:14])=[O:13])=[C:6]([C:16]#[CH:17])[CH:5]=1.C(N(CC)CC)C.[Br:25][C:26]1[N:31]=[CH:30][C:29]([CH:32]=[CH:33][C:34](O)=[O:35])=[CH:28][CH:27]=1.C[N+]1(C2N=C(OC)N=C(OC)N=2)CCOCC1.[Cl-]. The catalyst is C1COCC1.CCOC(C)=O. The product is [Br:25][C:26]1[N:31]=[CH:30][C:29]([CH:32]=[CH:33][C:34]([NH:2][CH2:3][C:4]2[CH:9]=[C:8]([F:10])[C:7]([NH:11][S:12]([CH3:15])(=[O:14])=[O:13])=[C:6]([C:16]#[CH:17])[CH:5]=2)=[O:35])=[CH:28][CH:27]=1. The yield is 0.720. (8) The reactants are [CH2:1]([O:8][C@@H:9]1[C@@H:14]([O:15][CH2:16][C:17]2[CH:22]=[CH:21][CH:20]=[CH:19][CH:18]=2)[C@H:13]([O:23][CH2:24][C:25]2[CH:30]=[CH:29][CH:28]=[CH:27][CH:26]=2)[C@@H:12]([CH2:31][O:32][CH2:33][C:34]2[CH:39]=[CH:38][CH:37]=[CH:36][CH:35]=2)[O:11][C@:10]21[C:48]1[C:43](=[CH:44][C:45]([Cl:58])=[C:46]([CH2:49][C:50]3[CH:55]=[CH:54][C:53]([CH2:56][CH3:57])=[CH:52][CH:51]=3)[CH:47]=1)[O:42][CH:41]([OH:59])[CH2:40]2)[C:2]1[CH:7]=[CH:6][CH:5]=[CH:4][CH:3]=1.[C:60]1(C)C=CC(S(O)(=O)=O)=CC=1. The catalyst is CO.COC(OC)OC. The product is [CH2:1]([O:8][C@@H:9]1[C@@H:14]([O:15][CH2:16][C:17]2[CH:22]=[CH:21][CH:20]=[CH:19][CH:18]=2)[C@H:13]([O:23][CH2:24][C:25]2[CH:26]=[CH:27][CH:28]=[CH:29][CH:30]=2)[C@@H:12]([CH2:31][O:32][CH2:33][C:34]2[CH:39]=[CH:38][CH:37]=[CH:36][CH:35]=2)[O:11][C@:10]21[C:48]1[C:43](=[CH:44][C:45]([Cl:58])=[C:46]([CH2:49][C:50]3[CH:55]=[CH:54][C:53]([CH2:56][CH3:57])=[CH:52][CH:51]=3)[CH:47]=1)[O:42][CH:41]([O:59][CH3:60])[CH2:40]2)[C:2]1[CH:3]=[CH:4][CH:5]=[CH:6][CH:7]=1. The yield is 0.910.